From a dataset of Full USPTO retrosynthesis dataset with 1.9M reactions from patents (1976-2016). Predict the reactants needed to synthesize the given product. (1) The reactants are: [CH3:1][C:2]([CH3:15])([CH3:14])[CH2:3][NH:4][CH2:5][C:6]1[S:10][C:9](B(O)O)=[CH:8][CH:7]=1.Br[C:17]1[CH:18]=[C:19]2[C:23](=[C:24]([C:26]([NH2:28])=[O:27])[CH:25]=1)[NH:22][CH:21]=[C:20]2[CH:29]1[CH2:34][CH2:33][N:32]([S:35]([CH2:38][CH3:39])(=[O:37])=[O:36])[CH2:31][CH2:30]1.C(=O)([O-])[O-].[K+].[K+]. Given the product [CH3:1][C:2]([CH3:15])([CH3:14])[CH2:3][NH:4][CH2:5][C:6]1[S:10][C:9]([C:17]2[CH:18]=[C:19]3[C:23](=[C:24]([C:26]([NH2:28])=[O:27])[CH:25]=2)[NH:22][CH:21]=[C:20]3[CH:29]2[CH2:30][CH2:31][N:32]([S:35]([CH2:38][CH3:39])(=[O:36])=[O:37])[CH2:33][CH2:34]2)=[CH:8][CH:7]=1, predict the reactants needed to synthesize it. (2) Given the product [Cl:1][C:31]1[C:24]2[C:25](=[N:26][CH:27]=[CH:28][C:23]=2[O:22][C:18]2[C:19]([F:21])=[CH:20][C:15]([NH:14][C:12](=[O:13])[C:11]([F:10])([F:33])[F:34])=[CH:16][C:17]=2[F:32])[NH:29][CH:30]=1, predict the reactants needed to synthesize it. The reactants are: [Cl:1]N1C(=O)CCC1=O.Cl.[F:10][C:11]([F:34])([F:33])[C:12]([NH:14][C:15]1[CH:20]=[C:19]([F:21])[C:18]([O:22][C:23]2[CH:28]=[CH:27][N:26]=[C:25]3[NH:29][CH:30]=[CH:31][C:24]=23)=[C:17]([F:32])[CH:16]=1)=[O:13].